Task: Predict the reactants needed to synthesize the given product.. Dataset: Full USPTO retrosynthesis dataset with 1.9M reactions from patents (1976-2016) (1) Given the product [S:31]1[CH:6]=[CH:5][CH:10]=[C:9]1[CH2:11][NH:12][C:13]1[CH:14]=[C:15]([CH:18]=[CH:19][CH:20]=1)[C:16]#[N:17], predict the reactants needed to synthesize it. The reactants are: O1[C:6]2C=C[C:9]([CH2:11][NH:12][C:13]3[CH:14]=[C:15]([CH:18]=[CH:19][C:20]=3F)[C:16]#[N:17])=[CH:10][C:5]=2OCC1.NC1C=C(C=CC=1)C#N.[S:31]1C=CC=C1C=O. (2) Given the product [CH3:43][O:44][C:45](=[O:89])[NH:46][CH:47]([C:51]([N:53]1[CH2:57][CH2:56][CH2:55][CH:54]1[C:58]1[NH:59][C:60]([C:63]2[CH:72]=[CH:71][C:70]3[C:65](=[CH:66][CH:67]=[C:68]([C:73]4[CH:78]=[CH:77][C:76]([C:79]5[NH:80][C:81]([CH:84]6[CH2:88][CH2:87][CH2:86][N:85]6[C:7](=[O:9])[C:6]([NH:5][C:3]([O:2][CH3:1])=[O:4])=[C:10]6[CH2:15][CH2:14][O:13][CH2:12][CH2:11]6)=[N:82][CH:83]=5)=[CH:75][CH:74]=4)[CH:69]=3)[CH:64]=2)=[CH:61][N:62]=1)=[O:52])[CH:48]([CH3:50])[CH3:49], predict the reactants needed to synthesize it. The reactants are: [CH3:1][O:2][C:3]([NH:5][C:6](=[C:10]1[CH2:15][CH2:14][O:13][CH2:12][CH2:11]1)[C:7]([OH:9])=O)=[O:4].CN(C(ON1N=NC2C=CC=NC1=2)=[N+](C)C)C.F[P-](F)(F)(F)(F)F.Cl.Cl.Cl.[CH3:43][O:44][C:45](=[O:89])[NH:46][CH:47]([C:51]([N:53]1[CH2:57][CH2:56][CH2:55][CH:54]1[C:58]1[NH:59][C:60]([C:63]2[CH:72]=[CH:71][C:70]3[C:65](=[CH:66][CH:67]=[C:68]([C:73]4[CH:78]=[CH:77][C:76]([C:79]5[NH:80][C:81]([CH:84]6[CH2:88][CH2:87][CH2:86][NH:85]6)=[N:82][CH:83]=5)=[CH:75][CH:74]=4)[CH:69]=3)[CH:64]=2)=[CH:61][N:62]=1)=[O:52])[CH:48]([CH3:50])[CH3:49].C(N(C(C)C)CC)(C)C. (3) Given the product [C:19]1([C:16](=[O:18])[CH2:17][C:4]([C:6]2[CH:7]=[N:8][C:9]3[C:14]([CH:15]=2)=[CH:13][CH:12]=[CH:11][CH:10]=3)=[O:5])[CH:24]=[CH:23][CH:22]=[CH:21][CH:20]=1, predict the reactants needed to synthesize it. The reactants are: C(O[C:4]([C:6]1[CH:7]=[N:8][C:9]2[C:14]([CH:15]=1)=[CH:13][CH:12]=[CH:11][CH:10]=2)=[O:5])C.[C:16]([C:19]1[CH:24]=[CH:23][CH:22]=[CH:21][CH:20]=1)(=[O:18])[CH3:17].CC(C)([O-])C.[K+].C(O)(=O)C. (4) Given the product [CH3:1][O:2][C:3]1[C:4]2[N:5]([C:34](=[O:35])[N:12]([C:13]3[CH:18]=[CH:17][CH:16]=[C:15]([B:19]4[O:23][C:22]([CH3:24])([CH3:25])[C:21]([CH3:27])([CH3:26])[O:20]4)[C:14]=3[CH3:28])[C:10](=[O:11])[CH:9]=2)[CH:6]=[CH:7][CH:8]=1, predict the reactants needed to synthesize it. The reactants are: [CH3:1][O:2][C:3]1[C:4]([CH2:9][C:10]([NH:12][C:13]2[CH:18]=[CH:17][CH:16]=[C:15]([B:19]3[O:23][C:22]([CH3:25])([CH3:24])[C:21]([CH3:27])([CH3:26])[O:20]3)[C:14]=2[CH3:28])=[O:11])=[N:5][CH:6]=[CH:7][CH:8]=1.C1N=CN([C:34](N2C=NC=C2)=[O:35])C=1. (5) Given the product [Br:1][C:2]1[CH:7]=[C:6]([CH3:8])[C:5]([O:9][CH2:19][CH2:20][CH2:21][CH2:22][CH2:23][CH2:24][CH2:25][CH3:26])=[C:4]([O:10][CH3:11])[CH:3]=1, predict the reactants needed to synthesize it. The reactants are: [Br:1][C:2]1[CH:7]=[C:6]([CH3:8])[C:5]([OH:9])=[C:4]([O:10][CH3:11])[CH:3]=1.C([O-])([O-])=O.[K+].[K+].I[CH2:19][CH2:20][CH2:21][CH2:22][CH2:23][CH2:24][CH2:25][CH3:26]. (6) Given the product [C:7]([CH:11]1[CH2:16][CH2:15][C:14](=[CH2:1])[CH2:13][CH2:12]1)([CH3:10])([CH3:9])[CH3:8], predict the reactants needed to synthesize it. The reactants are: [CH3:1]C([O-])(C)C.[K+].[C:7]([CH:11]1[CH2:16][CH2:15][C:14](=O)[CH2:13][CH2:12]1)([CH3:10])([CH3:9])[CH3:8].[NH4+].[Cl-].